Dataset: Catalyst prediction with 721,799 reactions and 888 catalyst types from USPTO. Task: Predict which catalyst facilitates the given reaction. (1) Reactant: [Cl:1][C:2]1[CH:10]=[CH:9][C:5]2[NH:6][CH:7]=[N:8][C:4]=2[CH:3]=1.Cl[C:12]([C:25]1[CH:30]=[CH:29][CH:28]=[CH:27][CH:26]=1)([C:19]1[CH:24]=[CH:23][CH:22]=[CH:21][CH:20]=1)[C:13]1[CH:18]=[CH:17][CH:16]=[CH:15][CH:14]=1. Product: [Cl:1][C:2]1[CH:10]=[CH:9][C:5]2[N:6]([C:12]([C:13]3[CH:18]=[CH:17][CH:16]=[CH:15][CH:14]=3)([C:25]3[CH:26]=[CH:27][CH:28]=[CH:29][CH:30]=3)[C:19]3[CH:20]=[CH:21][CH:22]=[CH:23][CH:24]=3)[CH:7]=[N:8][C:4]=2[CH:3]=1. The catalyst class is: 31. (2) Reactant: [F:1][C:2]1[CH:3]=[C:4]2[C:9](=[C:10]([F:12])[CH:11]=1)[O:8][CH2:7][CH2:6][C@H:5]2[N:13]1[C:21](=[O:22])[NH:20][C:19]2[C:14]1=[N:15][C:16]([N:23]1[C:27]3[CH:28]=[C:29]([C:32]#[N:33])[CH:30]=[CH:31][C:26]=3[N:25]=[CH:24]1)=[N:17][CH:18]=2.Br[CH2:35][C:36]([O:38][CH3:39])=[O:37].CCN(P1(N(C)CCCN1)=NC(C)(C)C)CC. Product: [C:32]([C:29]1[CH:30]=[CH:31][C:26]2[N:25]=[CH:24][N:23]([C:16]3[N:15]=[C:14]4[C:19]([N:20]([CH2:35][C:36]([O:38][CH3:39])=[O:37])[C:21](=[O:22])[N:13]4[C@H:5]4[C:4]5[C:9](=[C:10]([F:12])[CH:11]=[C:2]([F:1])[CH:3]=5)[O:8][CH2:7][CH2:6]4)=[CH:18][N:17]=3)[C:27]=2[CH:28]=1)#[N:33]. The catalyst class is: 10. (3) Reactant: Br[C:2]1[C:3]([F:28])=[C:4]([N:8]2[CH:13]=[C:12]([O:14][CH3:15])[C:11](=[O:16])[C:10]([C:17]3[N:21]([C:22]4[CH:27]=[CH:26][CH:25]=[CH:24][CH:23]=4)[N:20]=[CH:19][CH:18]=3)=[N:9]2)[CH:5]=[CH:6][CH:7]=1.Cl.[F:30][C:31]1([F:36])[CH2:35][CH2:34][NH:33][CH2:32]1.CC([O-])(C)C.[Na+].CC1(C)C2C(=C(P(C3C=CC=CC=3)C3C=CC=CC=3)C=CC=2)OC2C(P(C3C=CC=CC=3)C3C=CC=CC=3)=CC=CC1=2. Product: [F:30][C:31]1([F:36])[CH2:35][CH2:34][N:33]([C:2]2[C:3]([F:28])=[C:4]([N:8]3[CH:13]=[C:12]([O:14][CH3:15])[C:11](=[O:16])[C:10]([C:17]4[N:21]([C:22]5[CH:27]=[CH:26][CH:25]=[CH:24][CH:23]=5)[N:20]=[CH:19][CH:18]=4)=[N:9]3)[CH:5]=[CH:6][CH:7]=2)[CH2:32]1. The catalyst class is: 62. (4) Reactant: [Li]CCCC.CCCCC.[C:11]([Si:15]([CH3:27])([CH3:26])[O:16][C:17]1[CH:25]=[C:24]2[C:20]([CH:21]=[CH:22][NH:23]2)=[CH:19][CH:18]=1)([CH3:14])([CH3:13])[CH3:12].[Si:28](Cl)([C:31]([CH3:34])([CH3:33])[CH3:32])([CH3:30])[CH3:29].[Br:36]N1C(=O)CCC1=O. Product: [Br:36][C:21]1[C:20]2[C:24](=[CH:25][C:17]([O:16][Si:15]([C:11]([CH3:14])([CH3:13])[CH3:12])([CH3:27])[CH3:26])=[CH:18][CH:19]=2)[N:23]([Si:28]([C:31]([CH3:34])([CH3:33])[CH3:32])([CH3:30])[CH3:29])[CH:22]=1. The catalyst class is: 165.